Dataset: Retrosynthesis with 50K atom-mapped reactions and 10 reaction types from USPTO. Task: Predict the reactants needed to synthesize the given product. (1) Given the product Cc1ccc2[nH]cc(Cn3nc4c(c3-c3cc(C(=O)NCCN(C)C)cn3C)c(=O)n(C)c(=O)n4CC(C)C)c2c1, predict the reactants needed to synthesize it. The reactants are: CN(C)CCN.Cc1ccc2[nH]cc(Cn3nc4c(c3-c3cc(C(=O)O)cn3C)c(=O)n(C)c(=O)n4CC(C)C)c2c1. (2) Given the product C#CN(C)Cc1c(Cl)ccc(C)c1F, predict the reactants needed to synthesize it. The reactants are: C#CNC.Cc1ccc(Cl)c(C=O)c1F. (3) Given the product COc1cc(-c2ccncc2)ccc1[N+](=O)[O-], predict the reactants needed to synthesize it. The reactants are: COc1cc(Cl)ccc1[N+](=O)[O-].OB(O)c1ccncc1. (4) Given the product CC(=O)NC(C)(C)c1ccc(CN2CCN(c3ncccn3)CC2)cc1, predict the reactants needed to synthesize it. The reactants are: CC(=O)NC(C)(C)c1ccc(CCl)cc1.c1cnc(N2CCNCC2)nc1. (5) Given the product CCC(C(N)=O)c1ccccc1C#Cc1nc(Nc2ccc(C3CCN(C(=O)OC(C)(C)C)CC3)cc2)ncc1C(F)(F)F, predict the reactants needed to synthesize it. The reactants are: C#Cc1ccccc1C(CC)C(N)=O.CC(C)(C)OC(=O)N1CCC(c2ccc(Nc3ncc(C(F)(F)F)c(Cl)n3)cc2)CC1. (6) Given the product CCOC(=O)C1(c2cc(-c3ccc([C@H](C)N4CC[C@](CC(C)(C)O)(c5ccccc5)OC4=O)cc3)ccn2)CC1, predict the reactants needed to synthesize it. The reactants are: CCOC(=O)C1(c2cc(Br)ccn2)CC1.C[C@@H](c1ccc(B2OC(C)(C)C(C)(C)O2)cc1)N1CC[C@](CC(C)(C)O)(c2ccccc2)OC1=O. (7) Given the product Cn1ncc(NC(=O)c2nc(C3CCCC3)sc2N)c1[C@@H]1CC[C@@H](N)[C@H](F)CO1, predict the reactants needed to synthesize it. The reactants are: Cn1ncc(NC(=O)c2nc(C3=CCCC3)sc2N)c1[C@@H]1CC[C@@H](N)[C@H](F)CO1. (8) The reactants are: COC(=O)CBr.c1ccc(C2(c3ccc4nc(-c5ccc6c(c5)CNC6)sc4n3)CC2)cc1. Given the product COC(=O)CN1Cc2ccc(-c3nc4ccc(C5(c6ccccc6)CC5)nc4s3)cc2C1, predict the reactants needed to synthesize it.